This data is from Catalyst prediction with 721,799 reactions and 888 catalyst types from USPTO. The task is: Predict which catalyst facilitates the given reaction. (1) Reactant: [CH3:1][O:2][C:3]1[CH:8]=[CH:7][C:6]([N:9]2[CH:13]=[CH:12][C:11](C(OCC)=O)=[N:10]2)=[CH:5][CH:4]=1.[OH-].[K+]. Product: [CH3:1][O:2][C:3]1[CH:4]=[CH:5][C:6]([N:9]2[CH:13]=[CH:12][CH:11]=[N:10]2)=[CH:7][CH:8]=1. The catalyst class is: 20. (2) Reactant: S1C2C=CC(CCOCCCN3CC(O)C3)=CC=2C=C1.[C:21]([OH:26])(=[O:25])[C:22]([OH:24])=[O:23].[Cl:27][CH2:28][CH2:29][CH2:30][N:31]1[CH2:34][CH:33]([O:35][C:36]([C:49]2[CH:54]=[CH:53][CH:52]=[CH:51][CH:50]=2)([C:43]2[CH:48]=[CH:47][CH:46]=[CH:45][CH:44]=2)[C:37]2[CH:42]=[CH:41][CH:40]=[CH:39][CH:38]=2)[CH2:32]1. Product: [C:21]([OH:26])(=[O:25])[C:22]([OH:24])=[O:23].[Cl:27][CH2:28][CH2:29][CH2:30][N:31]1[CH2:32][CH:33]([O:35][C:36]([C:49]2[CH:54]=[CH:53][CH:52]=[CH:51][CH:50]=2)([C:43]2[CH:44]=[CH:45][CH:46]=[CH:47][CH:48]=2)[C:37]2[CH:42]=[CH:41][CH:40]=[CH:39][CH:38]=2)[CH2:34]1. The catalyst class is: 13.